From a dataset of Peptide-MHC class I binding affinity with 185,985 pairs from IEDB/IMGT. Regression. Given a peptide amino acid sequence and an MHC pseudo amino acid sequence, predict their binding affinity value. This is MHC class I binding data. The peptide sequence is VLYCVHQRV. The MHC is HLA-A68:02 with pseudo-sequence HLA-A68:02. The binding affinity (normalized) is 0.500.